Task: Predict the reaction yield, written as a fraction of the theoretical maximum amount of product (1.0 means a 100% yield; for example, 0.34 means a 34% yield).. Dataset: Reaction yield outcomes from USPTO patents with 853,638 reactions (1) The reactants are [C:1]([NH:4][CH2:5][CH2:6][C:7]1[O:8][C:9]2[C:15]([CH2:16][O:17][C:18]3[CH:23]=[CH:22][C:21]([CH2:24][CH2:25][C:26]([O:28]CC)=[O:27])=[C:20]([CH3:31])[C:19]=3[CH3:32])=[CH:14][C:13]([F:33])=[CH:12][C:10]=2[CH:11]=1)(=[O:3])[CH3:2].[Li+].[OH-]. The catalyst is C1COCC1.O. The product is [C:1]([NH:4][CH2:5][CH2:6][C:7]1[O:8][C:9]2[C:15]([CH2:16][O:17][C:18]3[CH:23]=[CH:22][C:21]([CH2:24][CH2:25][C:26]([OH:28])=[O:27])=[C:20]([CH3:31])[C:19]=3[CH3:32])=[CH:14][C:13]([F:33])=[CH:12][C:10]=2[CH:11]=1)(=[O:3])[CH3:2]. The yield is 0.0500. (2) The reactants are C([O:3][C:4](=[O:27])[CH2:5][N:6]1[C:14]2[C:9](=[CH:10][CH:11]=[CH:12][CH:13]=2)[C:8]2([C:18]3=[CH:19][C:20]4[O:24][CH2:23][O:22][C:21]=4[CH:25]=[C:17]3[O:16][CH2:15]2)[C:7]1=[O:26])C.O.[OH-].[Li+].Cl. The catalyst is C1COCC1.O. The product is [O:26]=[C:7]1[C:8]2([C:18]3=[CH:19][C:20]4[O:24][CH2:23][O:22][C:21]=4[CH:25]=[C:17]3[O:16][CH2:15]2)[C:9]2[C:14](=[CH:13][CH:12]=[CH:11][CH:10]=2)[N:6]1[CH2:5][C:4]([OH:27])=[O:3]. The yield is 0.870. (3) The reactants are [CH3:1][C:2]1[CH:11]=[CH:10][C:9]2[C:4](=[CH:5][CH:6]=[CH:7][C:8]=2[N:12]2[CH2:17][CH2:16][N:15]([CH2:18][CH2:19][C:20]3[CH:21]=[C:22]([N:26]4[CH2:30][CH2:29][NH:28][C:27]4=[O:31])[CH:23]=[CH:24][CH:25]=3)[CH2:14][CH2:13]2)[N:3]=1.[CH3:32]I.[H-].[Na+]. The catalyst is C1COCC1. The product is [CH3:32][N:28]1[CH2:29][CH2:30][N:26]([C:22]2[CH:23]=[CH:24][CH:25]=[C:20]([CH2:19][CH2:18][N:15]3[CH2:16][CH2:17][N:12]([C:8]4[CH:7]=[CH:6][CH:5]=[C:4]5[C:9]=4[CH:10]=[CH:11][C:2]([CH3:1])=[N:3]5)[CH2:13][CH2:14]3)[CH:21]=2)[C:27]1=[O:31]. The yield is 0.450. (4) The reactants are [Br:1][C:2]1[C:3]([F:20])=[C:4]([CH:17]=[CH:18][CH:19]=1)/[CH:5]=[C:6]1\[C:7](=[O:16])[NH:8][C:9]2[C:10]\1=[N:11][CH:12]=[C:13]([Cl:15])[CH:14]=2.[Li+].[OH-].[C:23]([C:25]1[CH:30]=[CH:29][C:28]([NH:31][C:32](=[O:41])[CH2:33]/[N:34]=[CH:35]/[CH2:36][C:37]([CH3:40])([CH3:39])[CH3:38])=[C:27]([O:42][CH3:43])[CH:26]=1)#[N:24]. The catalyst is O1CCCC1. The product is [Br:1][C:2]1[C:3]([F:20])=[C:4]([CH:5]2[C:6]3([C:10]4=[N:11][CH:12]=[C:13]([Cl:15])[CH:14]=[C:9]4[NH:8][C:7]3=[O:16])[CH:35]([CH2:36][C:37]([CH3:40])([CH3:39])[CH3:38])[NH:34][CH:33]2[C:32]([NH:31][C:28]2[CH:29]=[CH:30][C:25]([C:23]#[N:24])=[CH:26][C:27]=2[O:42][CH3:43])=[O:41])[CH:17]=[CH:18][CH:19]=1. The yield is 0.220. (5) The reactants are [Cl:1][C:2]1[C:9]([CH3:10])=[C:8]([NH:11][C@@H:12]([C:16]2[O:17][C:18]([C:21]3[CH:26]=[CH:25][C:24]([C:27]#[N:28])=[CH:23][CH:22]=3)=[N:19][N:20]=2)[C@@H:13]([OH:15])[CH3:14])[CH:7]=[CH:6][C:3]=1[C:4]#[N:5].N1C=CC=CC=1.[C:35](Cl)(=[O:38])[CH2:36][CH3:37]. The catalyst is C(Cl)Cl. The product is [C:35]([O:15][C@@H:13]([CH3:14])[C@@H:12]([NH:11][C:8]1[CH:7]=[CH:6][C:3]([C:4]#[N:5])=[C:2]([Cl:1])[C:9]=1[CH3:10])[C:16]1[O:17][C:18]([C:21]2[CH:22]=[CH:23][C:24]([C:27]#[N:28])=[CH:25][CH:26]=2)=[N:19][N:20]=1)(=[O:38])[CH2:36][CH3:37]. The yield is 0.520.